This data is from Reaction yield outcomes from USPTO patents with 853,638 reactions. The task is: Predict the reaction yield, written as a fraction of the theoretical maximum amount of product (1.0 means a 100% yield; for example, 0.34 means a 34% yield). (1) The reactants are [CH2:1]([O:8][C:9]1[CH:14]=[C:13]([O:15][CH2:16][C:17]2[CH:22]=[CH:21][CH:20]=[CH:19][CH:18]=2)[C:12]([C:23]([CH3:26])([CH3:25])[CH3:24])=[CH:11][C:10]=1[C:27](=[O:29])C)[C:2]1[CH:7]=[CH:6][CH:5]=[CH:4][CH:3]=1.[OH-:30].[Na+].BrBr. The catalyst is O1CCOCC1.O. The product is [CH2:1]([O:8][C:9]1[CH:14]=[C:13]([O:15][CH2:16][C:17]2[CH:22]=[CH:21][CH:20]=[CH:19][CH:18]=2)[C:12]([C:23]([CH3:24])([CH3:26])[CH3:25])=[CH:11][C:10]=1[C:27]([OH:29])=[O:30])[C:2]1[CH:7]=[CH:6][CH:5]=[CH:4][CH:3]=1. The yield is 0.790. (2) The reactants are CC1(C)C(C)(C)OB([C:9]2[CH:14]=[CH:13][C:12]([C:15]3[C:28]4[C:29]5=[C:30]6[C:25](=[CH:26][CH:27]=4)[CH:24]=[CH:23][C:22]([C:31]4[C:40]7[C:35](=[CH:36][CH:37]=[CH:38][CH:39]=7)[CH:34]=[CH:33][CH:32]=4)=[C:21]6[CH:20]=[CH:19][C:18]5=[CH:17][CH:16]=3)=[CH:11][CH:10]=2)O1.Br[C:43]1[CH:44]=[CH:45][C:46]2[C:47]3[C:52]([C:53]4[CH:54]=[CH:55][CH:56]=[CH:57][C:58]=4[C:59]=2[CH:60]=1)=[CH:51][C:50]1=[CH:61][C:62]2[C:67]([C:66]([CH3:69])([CH3:68])[CH:65]=[CH:64][CH:63]=2)=[C:49]1[CH:48]=3.C([O-])([O-])=O.[Na+].[Na+].CCO. The catalyst is C1C=CC([P]([Pd]([P](C2C=CC=CC=2)(C2C=CC=CC=2)C2C=CC=CC=2)([P](C2C=CC=CC=2)(C2C=CC=CC=2)C2C=CC=CC=2)[P](C2C=CC=CC=2)(C2C=CC=CC=2)C2C=CC=CC=2)(C2C=CC=CC=2)C2C=CC=CC=2)=CC=1.C1(C)C=CC=CC=1. The product is [CH3:69][C:66]1([CH3:68])[C:67]2[C:62]([CH:61]=[C:50]3[C:49]=2[CH:48]=[C:47]2[C:52]([C:53]4[CH:54]=[CH:55][CH:56]=[CH:57][C:58]=4[C:59]4[CH:60]=[C:43]([C:9]5[CH:10]=[CH:11][C:12]([C:15]6[C:28]7[C:29]8=[C:30]9[C:25](=[CH:26][CH:27]=7)[CH:24]=[CH:23][C:22]([C:31]7[C:40]%10[C:35](=[CH:36][CH:37]=[CH:38][CH:39]=%10)[CH:34]=[CH:33][CH:32]=7)=[C:21]9[CH:20]=[CH:19][C:18]8=[CH:17][CH:16]=6)=[CH:13][CH:14]=5)[CH:44]=[CH:45][C:46]=42)=[CH:51]3)=[CH:63][CH:64]=[CH:65]1. The yield is 0.700. (3) The reactants are [CH3:1][CH:2]([OH:6])[CH:3]([OH:5])[CH3:4].CCN(CC)CC.[CH3:14][S:15](Cl)(=[O:17])=[O:16]. The catalyst is C(Cl)Cl. The product is [CH3:14][S:15]([O:5][CH:3]([CH:2]([O:6][S:15]([CH3:14])(=[O:17])=[O:16])[CH3:1])[CH3:4])(=[O:17])=[O:16]. The yield is 0.980. (4) The reactants are [OH:1][CH:2]1[CH2:5][N:4]([C:6]([O:8][C:9]([CH3:12])([CH3:11])[CH3:10])=[O:7])[CH2:3]1.CS(C)=O.C(N(CC)CC)C. The catalyst is C(Cl)Cl. The product is [O:1]=[C:2]1[CH2:5][N:4]([C:6]([O:8][C:9]([CH3:12])([CH3:11])[CH3:10])=[O:7])[CH2:3]1. The yield is 0.520. (5) The reactants are [CH2:1]([N:8]1[C:12]([NH2:13])=[CH:11][N:10]=[N:9]1)[C:2]1[CH:7]=[CH:6][CH:5]=[CH:4][CH:3]=1.[O:14]1[CH2:19][CH2:18][CH2:17][CH2:16][CH2:15]1.O1C=CC(=O)C=C1.C(O[BH-](OC(=O)C)OC(=O)C)(=O)C.[Na+]. The catalyst is C(O)(=O)C. The product is [CH2:1]([N:8]1[C:12]([NH:13][CH:17]2[CH2:18][CH2:19][O:14][CH2:15][CH2:16]2)=[CH:11][N:10]=[N:9]1)[C:2]1[CH:7]=[CH:6][CH:5]=[CH:4][CH:3]=1. The yield is 0.460. (6) The catalyst is C1COCC1.O. The reactants are [Cl:1][C:2]1[CH:7]=[C:6]([O:8][CH3:9])[CH:5]=[CH:4][C:3]=1[CH2:10]/[C:11](=[N:13]\[S@:14]([C:16]([CH3:19])([CH3:18])[CH3:17])=[O:15])/[CH3:12].[BH4-].[Na+]. The product is [Cl:1][C:2]1[CH:7]=[C:6]([O:8][CH3:9])[CH:5]=[CH:4][C:3]=1[CH2:10][C@@H:11]([NH:13][S@:14]([C:16]([CH3:17])([CH3:19])[CH3:18])=[O:15])[CH3:12]. The yield is 0.560.